From a dataset of Full USPTO retrosynthesis dataset with 1.9M reactions from patents (1976-2016). Predict the reactants needed to synthesize the given product. Given the product [F:1][C:2]1[CH:3]=[C:4]2[C:16](=[CH:17][CH:18]=1)[NH:15][C:14]1[CH2:13][CH2:12][C:7](=[O:8])[CH2:6][C:5]2=1, predict the reactants needed to synthesize it. The reactants are: [F:1][C:2]1[CH:3]=[C:4]2[C:16](=[CH:17][CH:18]=1)[NH:15][C:14]1[CH2:13][CH2:12][C:7]3(OCC[O:8]3)[CH2:6][C:5]2=1.O.